From a dataset of NCI-60 drug combinations with 297,098 pairs across 59 cell lines. Regression. Given two drug SMILES strings and cell line genomic features, predict the synergy score measuring deviation from expected non-interaction effect. (1) Drug 1: COC1=C(C=C2C(=C1)N=CN=C2NC3=CC(=C(C=C3)F)Cl)OCCCN4CCOCC4. Drug 2: CCC1(CC2CC(C3=C(CCN(C2)C1)C4=CC=CC=C4N3)(C5=C(C=C6C(=C5)C78CCN9C7C(C=CC9)(C(C(C8N6C)(C(=O)OC)O)OC(=O)C)CC)OC)C(=O)OC)O.OS(=O)(=O)O. Cell line: CCRF-CEM. Synergy scores: CSS=56.4, Synergy_ZIP=8.87, Synergy_Bliss=13.5, Synergy_Loewe=-0.428, Synergy_HSA=14.1. (2) Drug 1: CCC(=C(C1=CC=CC=C1)C2=CC=C(C=C2)OCCN(C)C)C3=CC=CC=C3.C(C(=O)O)C(CC(=O)O)(C(=O)O)O. Drug 2: C(=O)(N)NO. Cell line: U251. Synergy scores: CSS=1.24, Synergy_ZIP=2.91, Synergy_Bliss=5.25, Synergy_Loewe=2.17, Synergy_HSA=2.97. (3) Cell line: UACC62. Drug 1: C1=CC(=CC=C1C#N)C(C2=CC=C(C=C2)C#N)N3C=NC=N3. Drug 2: CC1=C(N=C(N=C1N)C(CC(=O)N)NCC(C(=O)N)N)C(=O)NC(C(C2=CN=CN2)OC3C(C(C(C(O3)CO)O)O)OC4C(C(C(C(O4)CO)O)OC(=O)N)O)C(=O)NC(C)C(C(C)C(=O)NC(C(C)O)C(=O)NCCC5=NC(=CS5)C6=NC(=CS6)C(=O)NCCC[S+](C)C)O. Synergy scores: CSS=23.7, Synergy_ZIP=-7.59, Synergy_Bliss=-2.01, Synergy_Loewe=1.18, Synergy_HSA=1.75. (4) Drug 1: C1=CC(=CC=C1CCC2=CNC3=C2C(=O)NC(=N3)N)C(=O)NC(CCC(=O)O)C(=O)O. Drug 2: CCC1(CC2CC(C3=C(CCN(C2)C1)C4=CC=CC=C4N3)(C5=C(C=C6C(=C5)C78CCN9C7C(C=CC9)(C(C(C8N6C=O)(C(=O)OC)O)OC(=O)C)CC)OC)C(=O)OC)O.OS(=O)(=O)O. Cell line: BT-549. Synergy scores: CSS=30.1, Synergy_ZIP=-4.05, Synergy_Bliss=1.06, Synergy_Loewe=1.49, Synergy_HSA=3.13.